This data is from Full USPTO retrosynthesis dataset with 1.9M reactions from patents (1976-2016). The task is: Predict the reactants needed to synthesize the given product. Given the product [CH2:1]([C:5]1[CH:6]=[CH:7][C:8]([C:11]#[C:12][C:13]2[N:18]=[CH:17][C:16]([CH2:19][N:20]([C:21]3[CH:33]=[CH:32][C:24]4[O:25][C:26]([CH3:31])([CH3:30])[O:27][C:28](=[O:29])[C:23]=4[CH:22]=3)[C:41](=[O:42])[CH2:40][CH2:39][CH:34]3[CH2:38][CH2:37][CH2:36][CH2:35]3)=[CH:15][CH:14]=2)=[CH:9][CH:10]=1)[CH2:2][CH2:3][CH3:4], predict the reactants needed to synthesize it. The reactants are: [CH2:1]([C:5]1[CH:10]=[CH:9][C:8]([C:11]#[C:12][C:13]2[N:18]=[CH:17][C:16]([CH2:19][NH:20][C:21]3[CH:33]=[CH:32][C:24]4[O:25][C:26]([CH3:31])([CH3:30])[O:27][C:28](=[O:29])[C:23]=4[CH:22]=3)=[CH:15][CH:14]=2)=[CH:7][CH:6]=1)[CH2:2][CH2:3][CH3:4].[CH:34]1([CH2:39][CH2:40][C:41](Cl)=[O:42])[CH2:38][CH2:37][CH2:36][CH2:35]1.